From a dataset of Forward reaction prediction with 1.9M reactions from USPTO patents (1976-2016). Predict the product of the given reaction. (1) Given the reactants [NH2:1][C:2]1[CH:14]=[CH:13][C:5]([C:6]([O:8][C:9]([CH3:12])([CH3:11])[CH3:10])=[O:7])=[CH:4][CH:3]=1.CN1CC[O:19][CH2:18]C1.C(O)=O, predict the reaction product. The product is: [CH:18]([NH:1][C:2]1[CH:14]=[CH:13][C:5]([C:6]([O:8][C:9]([CH3:10])([CH3:11])[CH3:12])=[O:7])=[CH:4][CH:3]=1)=[O:19]. (2) Given the reactants [C:1]([C:3]1[CH:4]=[CH:5][C:6]([O:13][C:14]2[CH:19]=[C:18]([F:20])[CH:17]=[CH:16][C:15]=2[F:21])=[C:7]([S:9](Cl)(=[O:11])=[O:10])[CH:8]=1)#[N:2].[CH3:22][N:23]([CH3:30])[CH:24]1[CH2:29][CH2:28][NH:27][CH2:26][CH2:25]1.CCOC(C)=O.O, predict the reaction product. The product is: [F:21][C:15]1[CH:16]=[CH:17][C:18]([F:20])=[CH:19][C:14]=1[O:13][C:6]1[CH:5]=[CH:4][C:3]([C:1]#[N:2])=[CH:8][C:7]=1[S:9]([N:27]1[CH2:28][CH2:29][CH:24]([N:23]([CH3:30])[CH3:22])[CH2:25][CH2:26]1)(=[O:11])=[O:10]. (3) Given the reactants [NH2:1][C:2]1[C:3]([C:7]2[NH:23][C:10]3=[CH:11][C:12]4[C:13]([CH3:22])([CH3:21])[C:14](=[O:20])[N:15]([CH2:18][CH3:19])[C:16]=4[CH:17]=[C:9]3[N:8]=2)=[N:4][NH:5][CH:6]=1.[C:24]1([CH:30]([CH2:34][CH3:35])[C:31](Cl)=[O:32])[CH:29]=[CH:28][CH:27]=[CH:26][CH:25]=1, predict the reaction product. The product is: [CH2:18]([N:15]1[C:16]2[CH:17]=[C:9]3[N:8]=[C:7]([C:3]4[C:2]([NH:1][C:31](=[O:32])[CH:30]([C:24]5[CH:29]=[CH:28][CH:27]=[CH:26][CH:25]=5)[CH2:34][CH3:35])=[CH:6][NH:5][N:4]=4)[NH:23][C:10]3=[CH:11][C:12]=2[C:13]([CH3:22])([CH3:21])[C:14]1=[O:20])[CH3:19]. (4) Given the reactants I[C:2]1[C:3]([N:14]2[C:22](=[O:23])[C:21]3[C:16](=[CH:17][CH:18]=[CH:19][CH:20]=3)[C:15]2=[O:24])=[N:4][N:5]([CH3:13])[C:6]=1[C:7]1[CH:12]=[CH:11][CH:10]=[CH:9][CH:8]=1.[C:25]1([C:31]#[CH:32])[CH:30]=[CH:29][CH:28]=[CH:27][CH:26]=1.C(N(CC)CC)C.CN(C=O)C, predict the reaction product. The product is: [CH3:13][N:5]1[C:6]([C:7]2[CH:12]=[CH:11][CH:10]=[CH:9][CH:8]=2)=[C:2]([C:32]#[C:31][C:25]2[CH:30]=[CH:29][CH:28]=[CH:27][CH:26]=2)[C:3]([N:14]2[C:22](=[O:23])[C:21]3[C:16](=[CH:17][CH:18]=[CH:19][CH:20]=3)[C:15]2=[O:24])=[N:4]1.